This data is from Full USPTO retrosynthesis dataset with 1.9M reactions from patents (1976-2016). The task is: Predict the reactants needed to synthesize the given product. (1) Given the product [F:38][C:35]([F:36])([F:37])[C:27]1[CH:26]=[C:25]([CH2:24][O:23][C@@H:10]2[CH2:11][CH2:12][C@@H:13]3[NH:8][C@@:9]2([C:39]2[CH:40]=[CH:41][CH:42]=[CH:43][CH:44]=2)[CH2:15][C@H:14]3[C:16]2[NH:17][CH:18]=[C:19]([S:21][CH3:22])[CH:20]=2)[CH:30]=[C:29]([C:31]([F:34])([F:32])[F:33])[CH:28]=1, predict the reactants needed to synthesize it. The reactants are: C([N:8]1[C@@H:13]2[C@H:14]([C:16]3[NH:17][CH:18]=[C:19]([S:21][CH3:22])[CH:20]=3)[CH2:15][C@@:9]1([C:39]1[CH:44]=[CH:43][CH:42]=[CH:41][CH:40]=1)[C@H:10]([O:23][CH2:24][C:25]1[CH:30]=[C:29]([C:31]([F:34])([F:33])[F:32])[CH:28]=[C:27]([C:35]([F:38])([F:37])[F:36])[CH:26]=1)[CH2:11][CH2:12]2)C1C=CC=CC=1.Cl. (2) Given the product [ClH:12].[C:25]([NH:24][C:20]1[CH:19]=[C:18]([CH:23]=[CH:22][CH:21]=1)[CH2:17][N:16]1[CH:10]=[C:11]([Cl:12])[CH:7]=[C:3]([C:4]([NH2:6])=[O:5])[C:1]1=[NH:2])(=[O:27])[CH3:26], predict the reactants needed to synthesize it. The reactants are: [C:1]([CH:3]([CH:7]1[C:11]([Cl:12])=[C:10](Cl)C(=O)O1)[C:4]([NH2:6])=[O:5])#[N:2].Cl.[NH2:16][CH2:17][C:18]1[CH:19]=[C:20]([NH:24][C:25](=[O:27])[CH3:26])[CH:21]=[CH:22][CH:23]=1.C(N(CC)CC)C.